From a dataset of Full USPTO retrosynthesis dataset with 1.9M reactions from patents (1976-2016). Predict the reactants needed to synthesize the given product. (1) Given the product [NH2:1][C:2]1[C:7]2=[C:8]([C:13]3[CH:18]=[CH:17][C:16]([NH:19][C:20]([NH:22][C:23]4[CH:28]=[C:27]([C:29]([F:30])([F:31])[F:32])[CH:26]=[CH:25][C:24]=4[F:33])=[O:21])=[C:15]([F:34])[CH:14]=3)[CH:9]=[C:10]([CH:11]([OH:12])[CH:35]=[CH2:36])[N:6]2[N:5]=[CH:4][N:3]=1, predict the reactants needed to synthesize it. The reactants are: [NH2:1][C:2]1[C:7]2=[C:8]([C:13]3[CH:18]=[CH:17][C:16]([NH:19][C:20]([NH:22][C:23]4[CH:28]=[C:27]([C:29]([F:32])([F:31])[F:30])[CH:26]=[CH:25][C:24]=4[F:33])=[O:21])=[C:15]([F:34])[CH:14]=3)[CH:9]=[C:10]([CH:11]=[O:12])[N:6]2[N:5]=[CH:4][N:3]=1.[CH:35]([Mg]Br)=[CH2:36]. (2) Given the product [Br:1][C:2]1[CH:3]=[C:4]([CH:24]=[O:25])[C:5]([OH:11])=[C:6]([CH:10]=1)[C:7]([OH:9])=[O:8], predict the reactants needed to synthesize it. The reactants are: [Br:1][C:2]1[CH:3]=[CH:4][C:5]([OH:11])=[C:6]([CH:10]=1)[C:7]([OH:9])=[O:8].C1N2CN3CN(C2)CN1C3.FC(F)(F)[C:24](O)=[O:25]. (3) Given the product [CH:33]1([C:31]2[N:32]=[C:25]([CH:12]3[CH2:11][CH:10]([C:7]4[CH:8]=[CH:9][C:4]([O:3][CH:2]([F:1])[F:28])=[CH:5][CH:6]=4)[CH2:15][N:14]([C:16]([N:18]4[CH2:19][CH2:20][S:21](=[O:24])[CH2:22][CH2:23]4)=[O:17])[CH2:13]3)[O:26][N:30]=2)[CH2:35][CH2:34]1, predict the reactants needed to synthesize it. The reactants are: [F:1][CH:2]([F:28])[O:3][C:4]1[CH:9]=[CH:8][C:7]([CH:10]2[CH2:15][N:14]([C:16]([N:18]3[CH2:23][CH2:22][S:21](=[O:24])[CH2:20][CH2:19]3)=[O:17])[CH2:13][CH:12]([C:25](O)=[O:26])[CH2:11]2)=[CH:6][CH:5]=1.O[N:30]=[C:31]([CH:33]1[CH2:35][CH2:34]1)[NH2:32].CN(C(ON1N=NC2C=CC=NC1=2)=[N+](C)C)C.F[P-](F)(F)(F)(F)F.C(N(CC)C(C)C)(C)C. (4) Given the product [CH2:49]([O:16][C:15]([C:12]1([N:18]([C:25](=[O:32])[C:26]2[CH:27]=[CH:28][CH:29]=[CH:30][CH:31]=2)[C:19]2[CH:24]=[CH:23][CH:22]=[CH:21][CH:20]=2)[CH2:11][CH2:10][N:9]([CH2:2][C:3]2[CH:4]=[CH:5][CH:6]=[CH:7][CH:8]=2)[CH2:14][CH2:13]1)=[O:17])[C:50]1[CH:55]=[CH:54][CH:53]=[CH:52][CH:51]=1, predict the reactants needed to synthesize it. The reactants are: [Na+].[CH2:2]([N:9]1[CH2:14][CH2:13][C:12]([NH:18][C:19]2[CH:24]=[CH:23][CH:22]=[CH:21][CH:20]=2)([C:15]([O-:17])=[O:16])[CH2:11][CH2:10]1)[C:3]1[CH:8]=[CH:7][CH:6]=[CH:5][CH:4]=1.[C:25](O[C:25](=[O:32])[C:26]1[CH:31]=[CH:30][CH:29]=[CH:28][CH:27]=1)(=[O:32])[C:26]1[CH:31]=[CH:30][CH:29]=[CH:28][CH:27]=1.C(N(CC)CC)C.[CH2:49](O)[C:50]1[CH:55]=[CH:54][CH:53]=[CH:52][CH:51]=1. (5) Given the product [N:20]1([CH2:1][C:2]2[N:7]=[C:6]([C:8]([O:10][CH3:11])=[O:9])[CH:5]=[N:4][CH:3]=2)[CH2:25][CH2:24][O:23][CH2:22][CH2:21]1, predict the reactants needed to synthesize it. The reactants are: [CH3:1][C:2]1[N:7]=[C:6]([C:8]([O:10][CH3:11])=[O:9])[CH:5]=[N:4][CH:3]=1.C1C(=O)N(Br)C(=O)C1.[NH:20]1[CH2:25][CH2:24][O:23][CH2:22][CH2:21]1. (6) Given the product [NH2:4][C:5]1[C:14]2[N:15]=[C:16]([CH2:22][O:23][NH2:24])[N:17]([CH2:18][CH:19]([CH3:20])[CH3:21])[C:13]=2[C:12]2[CH:11]=[CH:10][CH:9]=[CH:8][C:7]=2[N:6]=1, predict the reactants needed to synthesize it. The reactants are: O.NN.[NH2:4][C:5]1[C:14]2[N:15]=[C:16]([CH2:22][O:23][N:24]3C(=O)C4C(=CC=CC=4)C3=O)[N:17]([CH2:18][CH:19]([CH3:21])[CH3:20])[C:13]=2[C:12]2[CH:11]=[CH:10][CH:9]=[CH:8][C:7]=2[N:6]=1. (7) Given the product [Cl:11][C:12]1[C:13]([N+:19]([O-:21])=[O:20])=[C:14]([CH:15]=[CH:16][CH:17]=1)[NH:3][C:4]1[CH:9]=[CH:8][CH:7]=[CH:6][C:5]=1[CH3:10], predict the reactants needed to synthesize it. The reactants are: [H-].[Na+].[NH2:3][C:4]1[C:5]([CH3:10])=[CH:6][CH:7]=[CH:8][CH:9]=1.[Cl:11][C:12]1[CH:17]=[CH:16][CH:15]=[C:14](Cl)[C:13]=1[N+:19]([O-:21])=[O:20].Cl. (8) Given the product [F:1][C:2]1[CH:3]=[CH:4][C:5]([O:6][C:7]2[CH:12]=[CH:11][C:10]([N:13]3[CH:39]([OH:40])[CH:41]([OH:42])[N:16]([C:17]4[CH:18]=[CH:19][C:20]([O:23][C:24]5[CH:29]=[CH:28][N:27]=[C:26]6[NH:30][N:31]=[CH:32][C:25]=56)=[CH:21][CH:22]=4)[C:14]3=[O:15])=[CH:9][C:8]=2[C:33]([F:35])([F:36])[F:34])=[CH:37][CH:38]=1, predict the reactants needed to synthesize it. The reactants are: [F:1][C:2]1[CH:38]=[CH:37][C:5]([O:6][C:7]2[CH:12]=[CH:11][C:10]([NH:13][C:14]([NH:16][C:17]3[CH:22]=[CH:21][C:20]([O:23][C:24]4[CH:29]=[CH:28][N:27]=[C:26]5[NH:30][N:31]=[CH:32][C:25]=45)=[CH:19][CH:18]=3)=[O:15])=[CH:9][C:8]=2[C:33]([F:36])([F:35])[F:34])=[CH:4][CH:3]=1.[CH:39]([CH:41]=[O:42])=[O:40].[OH-].[Na+]. (9) Given the product [F:36][C:37]1[C:45]([C:46]([F:47])([F:48])[F:49])=[CH:44][CH:43]=[CH:42][C:38]=1[C:39]([N:10]1[CH2:9][CH:8]([OH:7])[CH2:14][N:13]([CH2:15][C:16]2[N:21]=[C:20]([NH:22][C:23]3[CH:27]=[CH:26][NH:25][N:24]=3)[CH:19]=[N:18][CH:17]=2)[CH2:12][CH2:11]1)=[O:40], predict the reactants needed to synthesize it. The reactants are: O1CCCCC1[O:7][CH:8]1[CH2:14][N:13]([CH2:15][C:16]2[N:21]=[C:20]([NH:22][C:23]3[CH:27]=[CH:26][N:25](COCC[Si](C)(C)C)[N:24]=3)[CH:19]=[N:18][CH:17]=2)[CH2:12][CH2:11][NH:10][CH2:9]1.[F:36][C:37]1[C:45]([C:46]([F:49])([F:48])[F:47])=[CH:44][CH:43]=[CH:42][C:38]=1[C:39](O)=[O:40].FC(F)(F)C(O)=O. (10) Given the product [C:31]([N:18]1[C:19]2[C:15](=[CH:14][C:13]([N:12]([CH2:22][P:23](=[O:30])([O:24][CH2:25][CH3:26])[O:27][CH2:28][CH3:29])[S:9]([C:4]3[CH:5]=[C:6]([Cl:8])[CH:7]=[C:2]([Cl:1])[CH:3]=3)(=[O:10])=[O:11])=[CH:21][CH:20]=2)[CH2:16][CH2:17]1)(=[O:33])[CH3:32], predict the reactants needed to synthesize it. The reactants are: [Cl:1][C:2]1[CH:3]=[C:4]([S:9]([N:12]([CH2:22][P:23](=[O:30])([O:27][CH2:28][CH3:29])[O:24][CH2:25][CH3:26])[C:13]2[CH:14]=[C:15]3[C:19](=[CH:20][CH:21]=2)[NH:18][CH2:17][CH2:16]3)(=[O:11])=[O:10])[CH:5]=[C:6]([Cl:8])[CH:7]=1.[C:31](OC(=O)C)(=[O:33])[CH3:32].[OH-].[Na+].